From a dataset of Catalyst prediction with 721,799 reactions and 888 catalyst types from USPTO. Predict which catalyst facilitates the given reaction. (1) Reactant: [C:1]1([S:7]([C:10]2[CH:11]=[C:12]([N:16]3[CH2:21][CH2:20][N:19](C(OC(C)(C)C)=O)[CH2:18][CH2:17]3)[CH:13]=[CH:14][CH:15]=2)(=[O:9])=[O:8])[CH:6]=[CH:5][CH:4]=[CH:3][CH:2]=1. Product: [C:1]1([S:7]([C:10]2[CH:11]=[C:12]([N:16]3[CH2:21][CH2:20][NH:19][CH2:18][CH2:17]3)[CH:13]=[CH:14][CH:15]=2)(=[O:9])=[O:8])[CH:2]=[CH:3][CH:4]=[CH:5][CH:6]=1. The catalyst class is: 393. (2) Reactant: [NH2:1][C:2]1[CH:7]=[CH:6][C:5]([O:8][CH2:9][C:10]#[CH:11])=[CH:4][C:3]=1[C:12]([C:14]1[CH:19]=[CH:18][C:17]([CH:20]([CH3:22])[CH3:21])=[CH:16][CH:15]=1)=[O:13].[CH2:23](Br)[C:24]1[CH:29]=[CH:28][CH:27]=[CH:26][CH:25]=1.C(N(C(C)C)C(C)C)C. Product: [CH2:23]([NH:1][C:2]1[CH:7]=[CH:6][C:5]([O:8][CH2:9][C:10]#[CH:11])=[CH:4][C:3]=1[C:12]([C:14]1[CH:15]=[CH:16][C:17]([CH:20]([CH3:22])[CH3:21])=[CH:18][CH:19]=1)=[O:13])[C:24]1[CH:29]=[CH:28][CH:27]=[CH:26][CH:25]=1. The catalyst class is: 12. (3) Reactant: C(O[C:5](=[O:7])[CH3:6])(=O)C.[Cl:8][C:9]1[CH:15]=[CH:14][C:12]([NH2:13])=[CH:11][C:10]=1[OH:16]. Product: [Cl:8][C:9]1[CH:15]=[CH:14][C:12]([NH:13][C:5](=[O:7])[CH3:6])=[CH:11][C:10]=1[OH:16]. The catalyst class is: 15. (4) Reactant: [F:1][C:2]1[CH:3]=[CH:4][C:5]2[N:9]=[C:8]([C@@H:10]([NH2:12])[CH3:11])[N:7]([C@H:13]3[CH2:16][C@H:15]([O:17][CH3:18])[CH2:14]3)[C:6]=2[CH:19]=1.Cl[C:21]1[N:29]=[CH:28][N:27]=[C:26]2[C:22]=1[N:23]=[CH:24][N:25]2C1CCCCO1.CCN(C(C)C)C(C)C. Product: [F:1][C:2]1[CH:3]=[CH:4][C:5]2[N:9]=[C:8]([C@@H:10]([NH:12][C:21]3[N:29]=[CH:28][N:27]=[C:26]4[C:22]=3[N:23]=[CH:24][NH:25]4)[CH3:11])[N:7]([CH:13]3[CH2:16][CH:15]([O:17][CH3:18])[CH2:14]3)[C:6]=2[CH:19]=1. The catalyst class is: 41. (5) Reactant: [N+:1]([C:4]1[S:8][C:7]([C:9]2[C:10]([CH3:24])=[N:11][N:12]3[C:17]([CH:18]([CH2:21][CH3:22])[CH2:19][CH3:20])=[CH:16][C:15]([CH3:23])=[N:14][C:13]=23)=[C:6]([CH3:25])[CH:5]=1)([O-])=O.[C:26](Cl)(=[O:28])[CH3:27].ClCCl. Product: [CH2:19]([CH:18]([C:17]1[N:12]2[N:11]=[C:10]([CH3:24])[C:9]([C:7]3[S:8][C:4]([NH:1][C:26](=[O:28])[CH3:27])=[CH:5][C:6]=3[CH3:25])=[C:13]2[N:14]=[C:15]([CH3:23])[CH:16]=1)[CH2:21][CH3:22])[CH3:20]. The catalyst class is: 123. (6) Reactant: [NH:1]1[C:9]2[C:4](=[CH:5][C:6]([C:10]3[C:14]4[C:15]([NH2:19])=[N:16][CH:17]=[CH:18][C:13]=4[S:12][CH:11]=3)=[CH:7][CH:8]=2)[CH2:3][CH2:2]1.CN(C(ON1N=NC2C=CC=NC1=2)=[N+](C)C)C.F[P-](F)(F)(F)(F)F.[CH3:44][O:45][C:46]1[CH:51]=[CH:50][CH:49]=[CH:48][C:47]=1[CH2:52][C:53](O)=[O:54].CCN(C(C)C)C(C)C. Product: [CH3:44][O:45][C:46]1[CH:51]=[CH:50][CH:49]=[CH:48][C:47]=1[CH2:52][C:53]([N:1]1[C:9]2[C:4](=[CH:5][C:6]([C:10]3[C:14]4[C:15]([NH2:19])=[N:16][CH:17]=[CH:18][C:13]=4[S:12][CH:11]=3)=[CH:7][CH:8]=2)[CH2:3][CH2:2]1)=[O:54]. The catalyst class is: 145. (7) Reactant: [Br:1][C:2]1[CH:3]=[C:4]([CH2:18][CH2:19][C:20]([O:22][CH2:23][CH3:24])=[O:21])[CH:5]=[C:6]([O:16][CH3:17])[C:7]=1[O:8][Si](C(C)(C)C)(C)C.[F-].C([N+](CCCC)(CCCC)CCCC)CCC.C(=O)([O-])O.[Na+]. Product: [Br:1][C:2]1[CH:3]=[C:4]([CH2:18][CH2:19][C:20]([O:22][CH2:23][CH3:24])=[O:21])[CH:5]=[C:6]([O:16][CH3:17])[C:7]=1[OH:8]. The catalyst class is: 1. (8) Reactant: [Cl:1][C:2]1[CH:9]=[C:8]([OH:10])[C:7]([Cl:11])=[CH:6][C:3]=1[C:4]#[N:5].C(N(CC)CC)C.[S:19](O[S:19]([C:22]([F:25])([F:24])[F:23])(=[O:21])=[O:20])([C:22]([F:25])([F:24])[F:23])(=[O:21])=[O:20]. Product: [F:23][C:22]([F:25])([F:24])[S:19]([O:10][C:8]1[CH:9]=[C:2]([Cl:1])[C:3]([C:4]#[N:5])=[CH:6][C:7]=1[Cl:11])(=[O:21])=[O:20]. The catalyst class is: 2. (9) Reactant: [C:1]([O:5][C:6](=[O:15])[NH:7][CH2:8][CH:9]1[CH2:14][CH2:13][CH2:12][NH:11][CH2:10]1)([CH3:4])([CH3:3])[CH3:2].C(N(CC)CC)C.[C:23]1([S:29](Cl)(=[O:31])=[O:30])[CH:28]=[CH:27][CH:26]=[CH:25][CH:24]=1. Product: [C:1]([O:5][C:6](=[O:15])[NH:7][CH2:8][CH:9]1[CH2:14][CH2:13][CH2:12][N:11]([S:29]([C:23]2[CH:28]=[CH:27][CH:26]=[CH:25][CH:24]=2)(=[O:31])=[O:30])[CH2:10]1)([CH3:4])([CH3:2])[CH3:3]. The catalyst class is: 4.